Predict the reaction yield, written as a fraction of the theoretical maximum amount of product (1.0 means a 100% yield; for example, 0.34 means a 34% yield). From a dataset of Reaction yield outcomes from USPTO patents with 853,638 reactions. (1) The reactants are [C:1]1([NH:7][NH2:8])[CH:6]=[CH:5][CH:4]=[CH:3][CH:2]=1.Cl.[OH:10][C:11]([CH3:20])([CH3:19])[CH2:12][C:13](=O)[CH:14]([CH3:17])[C:15]#[N:16]. The catalyst is CCO.C([O-])(O)=O.[Na+]. The product is [NH2:16][C:15]1[N:7]([C:1]2[CH:6]=[CH:5][CH:4]=[CH:3][CH:2]=2)[N:8]=[C:13]([CH2:12][C:11]([CH3:20])([OH:10])[CH3:19])[C:14]=1[CH3:17]. The yield is 0.580. (2) The reactants are [F:1][C:2]1[CH:7]=[CH:6][C:5]([C:8]([CH3:12])([CH3:11])[CH2:9][OH:10])=[CH:4][CH:3]=1.Cl[C:14]1[CH:19]=[CH:18][N:17]2[C:20]([CH2:23][CH:24]3[CH2:26][CH2:25]3)=[N:21][N:22]=[C:16]2[C:15]=1[C:27]([F:30])([F:29])[F:28]. No catalyst specified. The product is [CH:24]1([CH2:23][C:20]2[N:17]3[CH:18]=[CH:19][C:14]([O:10][CH2:9][C:8]([C:5]4[CH:4]=[CH:3][C:2]([F:1])=[CH:7][CH:6]=4)([CH3:12])[CH3:11])=[C:15]([C:27]([F:28])([F:29])[F:30])[C:16]3=[N:22][N:21]=2)[CH2:26][CH2:25]1. The yield is 0.130. (3) The reactants are [CH2:1]([O:3][C@@H:4]([CH2:9][C:10]1[CH:15]=[CH:14][C:13]([C:16]2[CH:21]=[CH:20][CH:19]=[C:18]([CH2:22][NH:23][CH3:24])[CH:17]=2)=[CH:12][CH:11]=1)[C:5]([O:7][CH3:8])=[O:6])[CH3:2].[C:25]1([C:34]2[CH:39]=[CH:38][CH:37]=[CH:36][CH:35]=2)[CH:30]=[CH:29][C:28]([C:31](Cl)=[O:32])=[CH:27][CH:26]=1. No catalyst specified. The product is [C:25]1([C:34]2[CH:39]=[CH:38][CH:37]=[CH:36][CH:35]=2)[CH:30]=[CH:29][C:28]([C:31]([N:23]([CH2:22][C:18]2[CH:17]=[C:16]([C:13]3[CH:14]=[CH:15][C:10]([CH2:9][C@H:4]([O:3][CH2:1][CH3:2])[C:5]([O:7][CH3:8])=[O:6])=[CH:11][CH:12]=3)[CH:21]=[CH:20][CH:19]=2)[CH3:24])=[O:32])=[CH:27][CH:26]=1. The yield is 0.470. (4) The reactants are [F:1][C:2]1[CH:10]=[CH:9][C:8]([Cl:11])=[CH:7][C:3]=1[C:4]([NH2:6])=[NH:5].C([O:14][C:15]([CH:17]1[C:21](=O)[CH2:20][CH2:19][CH:18]1[CH3:23])=O)C. The catalyst is CCO. The product is [Cl:11][C:8]1[CH:9]=[CH:10][C:2]([F:1])=[C:3]([C:4]2[N:6]=[C:15]([OH:14])[C:17]3[CH:18]([CH3:23])[CH2:19][CH2:20][C:21]=3[N:5]=2)[CH:7]=1. The yield is 0.350. (5) The reactants are Br[C:2]1[N:6]([S:7]([C:10]2[CH:11]=[N:12][CH:13]=[CH:14][CH:15]=2)(=[O:9])=[O:8])[CH:5]=[C:4]([CH2:16][N:17]([CH3:25])[C:18](=[O:24])[O:19][C:20]([CH3:23])([CH3:22])[CH3:21])[CH:3]=1.[F:26][C:27]1[CH:32]=[CH:31][C:30](B(O)O)=[C:29]([CH3:36])[CH:28]=1.C(=O)([O-])[O-].[Na+].[Na+]. The catalyst is C1C=CC([P]([Pd]([P](C2C=CC=CC=2)(C2C=CC=CC=2)C2C=CC=CC=2)([P](C2C=CC=CC=2)(C2C=CC=CC=2)C2C=CC=CC=2)[P](C2C=CC=CC=2)(C2C=CC=CC=2)C2C=CC=CC=2)(C2C=CC=CC=2)C2C=CC=CC=2)=CC=1. The product is [F:26][C:27]1[CH:32]=[CH:31][C:30]([C:2]2[N:6]([S:7]([C:10]3[CH:11]=[N:12][CH:13]=[CH:14][CH:15]=3)(=[O:9])=[O:8])[CH:5]=[C:4]([CH2:16][N:17]([CH3:25])[C:18](=[O:24])[O:19][C:20]([CH3:23])([CH3:22])[CH3:21])[CH:3]=2)=[C:29]([CH3:36])[CH:28]=1. The yield is 0.670. (6) The reactants are [Br:1][C:2]1[CH:3]=[C:4]([CH:8]([C:10]2[CH:14]=[C:13]([CH2:15][O:16][Si:17]([C:20]([CH3:23])([CH3:22])[CH3:21])([CH3:19])[CH3:18])[S:12][CH:11]=2)[OH:9])[CH:5]=[CH:6][CH:7]=1. The catalyst is C(Cl)Cl.O=[Mn]=O. The product is [Br:1][C:2]1[CH:3]=[C:4]([C:8]([C:10]2[CH:14]=[C:13]([CH2:15][O:16][Si:17]([C:20]([CH3:23])([CH3:22])[CH3:21])([CH3:18])[CH3:19])[S:12][CH:11]=2)=[O:9])[CH:5]=[CH:6][CH:7]=1. The yield is 0.950. (7) The reactants are CON(C)[C:4]([C:6]1[CH2:7][CH2:8][N:9]([C:12]2[N:17]=[CH:16][CH:15]=[CH:14][N:13]=2)[CH2:10][CH:11]=1)=[O:5].[CH2:19]1[CH2:23]O[CH2:21][CH2:20]1. No catalyst specified. The product is [C:19]1([C:23]2[CH:8]=[CH:7][CH:6]=[CH:11][CH:10]=2)[CH:16]=[CH:15][C:14]([C:4]([C:6]2[CH2:7][CH2:8][N:9]([C:12]3[N:13]=[CH:14][CH:15]=[CH:16][N:17]=3)[CH2:10][CH:11]=2)=[O:5])=[CH:21][CH:20]=1. The yield is 0.300.